Dataset: Reaction yield outcomes from USPTO patents with 853,638 reactions. Task: Predict the reaction yield, written as a fraction of the theoretical maximum amount of product (1.0 means a 100% yield; for example, 0.34 means a 34% yield). (1) The reactants are I[C:2]1[CH:7]=[CH:6][C:5]([CH3:8])=[CH:4][CH:3]=1.[Cl:9][C:10]1[CH:11]=[C:12]([C:18]([F:21])([F:20])[F:19])[CH:13]=[C:14]([Cl:17])[C:15]=1F.O. The catalyst is C1C=CC=CC=1.C([Li])CCC.CCCCCC.C(OCC)C. The product is [Cl:9][C:10]1[CH:11]=[C:12]([C:18]([F:21])([F:20])[F:19])[CH:13]=[C:14]([Cl:17])[C:15]=1[C:2]1[CH:7]=[CH:6][C:5]([CH3:8])=[CH:4][CH:3]=1. The yield is 0.850. (2) The reactants are [CH:1]1([C:4]2[CH:8]=[C:7]([CH2:9][NH:10][C:11]([C:13]3[C:14](=[O:31])[N:15]([C:21]4[CH:26]=[CH:25][CH:24]=[C:23]([C:27]([F:30])([F:29])[F:28])[CH:22]=4)[C:16]([CH3:20])=[C:17](I)[CH:18]=3)=[O:12])[O:6][N:5]=2)[CH2:3][CH2:2]1.[CH2:32]([OH:35])[C:33]#[CH:34]. The catalyst is C(NCC)C.Cl[Pd](Cl)([P](C1C=CC=CC=1)(C1C=CC=CC=1)C1C=CC=CC=1)[P](C1C=CC=CC=1)(C1C=CC=CC=1)C1C=CC=CC=1.[Cu]I. The product is [CH:1]1([C:4]2[CH:8]=[C:7]([CH2:9][NH:10][C:11]([C:13]3[C:14](=[O:31])[N:15]([C:21]4[CH:26]=[CH:25][CH:24]=[C:23]([C:27]([F:30])([F:29])[F:28])[CH:22]=4)[C:16]([CH3:20])=[C:17]([C:34]#[C:33][CH2:32][OH:35])[CH:18]=3)=[O:12])[O:6][N:5]=2)[CH2:3][CH2:2]1. The yield is 0.600. (3) The reactants are I[C:2]1[CH:7]=[CH:6][C:5]([CH3:8])=[CH:4][CH:3]=1.C([Li])CCC.CO[C:16]1[CH2:20][CH2:19][C:18](=[O:21])[CH:17]=1. The catalyst is C1COCC1. The product is [C:5]1([CH3:8])[CH:6]=[CH:7][C:2]([C:16]2[CH2:20][CH2:19][C:18](=[O:21])[CH:17]=2)=[CH:3][CH:4]=1. The yield is 0.635. (4) The reactants are Cl[C:2]1[C:3]([CH:8]2[CH2:11][N:10]([C:12]([O:14][C:15]([CH3:18])([CH3:17])[CH3:16])=[O:13])[CH2:9]2)=[N:4][CH:5]=[CH:6][N:7]=1.[OH:19][C:20]1[CH:25]=[CH:24][CH:23]=[CH:22][C:21]=1B(O)O.[O-]P([O-])([O-])=O.[K+].[K+].[K+].O. The catalyst is O1CCOCC1.C1C=CC(P(C2C=CC=CC=2)[C-]2C=CC=C2)=CC=1.C1C=CC(P(C2C=CC=CC=2)[C-]2C=CC=C2)=CC=1.Cl[Pd]Cl.[Fe+2]. The product is [C:15]([O:14][C:12]([N:10]1[CH2:11][CH:8]([C:3]2[C:2]([C:21]3[CH:22]=[CH:23][CH:24]=[CH:25][C:20]=3[OH:19])=[N:7][CH:6]=[CH:5][N:4]=2)[CH2:9]1)=[O:13])([CH3:18])([CH3:17])[CH3:16]. The yield is 0.918.